Predict which catalyst facilitates the given reaction. From a dataset of Catalyst prediction with 721,799 reactions and 888 catalyst types from USPTO. (1) Reactant: [Cl:1][C:2]1[CH:11]=[C:10]2[C:5]([CH2:6][CH:7]([CH:12]3[CH2:17][CH2:16][O:15][CH2:14][CH2:13]3)[N:8]=[CH:9]2)=[CH:4][C:3]=1[O:18][CH2:19][CH2:20][CH2:21][O:22][CH3:23].C(O[CH:27]=[C:28]([C:34](=[O:36])[CH3:35])[C:29]([O:31][CH2:32][CH3:33])=[O:30])C. Product: [Cl:1][C:2]1[C:3]([O:18][CH2:19][CH2:20][CH2:21][O:22][CH3:23])=[CH:4][C:5]2[CH2:6][CH:7]([CH:12]3[CH2:13][CH2:14][O:15][CH2:16][CH2:17]3)[N:8]3[CH:9]([CH2:35][C:34](=[O:36])[C:28]([C:29]([O:31][CH2:32][CH3:33])=[O:30])=[CH:27]3)[C:10]=2[CH:11]=1. The catalyst class is: 8. (2) Product: [F:1][C:2]1[CH:3]=[C:4]([C:5]2[O:6][CH:25]=[N:24][CH:23]=2)[CH:7]=[CH:8][C:9]=1[C:10]([F:11])([F:12])[F:13]. The catalyst class is: 5. Reactant: [F:1][C:2]1[CH:3]=[C:4]([CH:7]=[CH:8][C:9]=1[C:10]([F:13])([F:12])[F:11])[CH:5]=[O:6].C1(C)C=CC(S([CH2:23][N+:24]#[C-:25])(=O)=O)=CC=1.C(=O)([O-])[O-].[K+].[K+]. (3) Reactant: [F:1][C:2]1[CH:11]=[C:10]2[C:5]([CH:6]=[C:7](/[CH:12]=[CH:13]/[C:14](=[O:29])[CH2:15][CH2:16][CH2:17][CH2:18][C:19]3[CH:28]=[CH:27][C:26]4[CH2:25][CH2:24][CH2:23][NH:22][C:21]=4[N:20]=3)[CH:8]=[N:9]2)=[CH:4][CH:3]=1.[BH4-].[Na+].Cl. Product: [F:1][C:2]1[CH:11]=[C:10]2[C:5]([CH:6]=[C:7](/[CH:12]=[CH:13]/[CH:14]([OH:29])[CH2:15][CH2:16][CH2:17][CH2:18][C:19]3[CH:28]=[CH:27][C:26]4[CH2:25][CH2:24][CH2:23][NH:22][C:21]=4[N:20]=3)[CH:8]=[N:9]2)=[CH:4][CH:3]=1. The catalyst class is: 5. (4) Reactant: [CH2:1]1CCN(C(N=NC(N2CCCCC2)=O)=O)CC1.[CH2:19]([N:23]1[C:27]2[CH:28]=[C:29]([C:32]3[NH:36][N:35]=[C:34]([OH:37])[CH:33]=3)[CH:30]=[CH:31][C:26]=2[N:25]=[CH:24]1)[CH:20]([CH3:22])[CH3:21].CO.C(P(CCCC)CCCC)CCC. Product: [CH2:19]([N:23]1[C:27]2[CH:28]=[C:29]([C:32]3[NH:36][N:35]=[C:34]([O:37][CH3:1])[CH:33]=3)[CH:30]=[CH:31][C:26]=2[N:25]=[CH:24]1)[CH:20]([CH3:22])[CH3:21]. The catalyst class is: 12.